This data is from Drug-target binding data from BindingDB using IC50 measurements. The task is: Regression. Given a target protein amino acid sequence and a drug SMILES string, predict the binding affinity score between them. We predict pIC50 (pIC50 = -log10(IC50 in M); higher means more potent). Dataset: bindingdb_ic50. (1) The small molecule is Cn1c(=O)c2[nH]cnc2n(C)c1=O. The target protein (Q01061) has sequence MELSPRSPPEMLESDCPSPLELKSAPSKKMWIKLRSLLRYMVKQLENGEVNIEELKKNLEYTASLLEAVYIDETRQILDTEDELQELRSDAVPSEVRDWLASTFTQQTRAKGPSEEKPKFRSIVHAVQAGIFVERMFRRTYTSVGPTYSTAVLNCLKNVDLWCFDVFSLNRAADDHALRTIVFELLTRHNLISRFKIPTVFLMTFLDALETGYGKYKNPYHNQIHAADVTQTVHCFLLRTGMVHCLSEIEVLAIIFAAAIHDYEHTGTTNSFHIQTKSECAILYNDRSVLENHHISSVFRMMQDDEMNIFINLTKDEFVELRALVIEMVLATDMSCHFQQVKSMKTALQQLERIDKSKALSLLLHAADISHPTKQWSVHSRWTKALMEEFFRQGDKEAELGLPFSPLCDRTSTLVAQSQIGFIDFIVEPTFSVLTDVAEKSVQPTGDDDSKSKNQPSFQWRQPSLDVEVGDPNPDVVSFRSTWTKYIQENKQKWKERAAS.... The pIC50 is 4.0. (2) The small molecule is Nc1ncnc2c1ncn2C1O[C@H](CNC(=O)CCCCCCCCC(=O)Nc2cccc3c2CNC3=O)[C@@H](O)[C@H]1O. The target protein (P11103) has sequence MAEASERLYRVQYAKSGRASCKKCSESIPKDSLRMAIMVQSPMFDGKVPHWYHFSCFWKVGQSIRHPDVEVDGFSELRWDDQQKVKKTAEAGGVAGKGQDGSGGKAEKTLGDFAAEYAKSNRSMCKGCLEKIEKGQMRLSKKMVDPEKPQLGMIDRWYHPTCFVKKRDELGFRPEYSASQLKGFSLLSAEDKEALKKQLPAIKNEGKRKGDEVDGTDEVAKKKSRKETDKYSKLEKALKAQNELIWNIKDELKKACSTNDLKELLIFNQQQVPSGESAILDRVADGMAFGALLPCKECSGQLVFKSDAYYCTGDVTAWTKCMVKTQNPSRKEWVTPKEFREISYLKKLKVKKQDRIFPPESSAPITVHWPLSVTSAPTAVNSSAPADKPLSNMKILTLGKLSQNKDEAKAVIEKLGGKLTGSANKASLCISIKKEVEKMNKKMEEVKEANIRVVSEDFLQDVSASTKSLQDLLSAHSLSPWGAEVKAEPGEVVAPRGKSA.... The pIC50 is 5.5. (3) The compound is O=C(COc1ccccc1C(=O)NN=Cc1ccc(O)c(O)c1)NN=Cc1ccc(O)c(O)c1. The target protein (P07711) has sequence MNPTLILAAFCLGIASATLTFDHSLEAQWTKWKAMHNRLYGMNEEGWRRAVWEKNMKMIELHNQEYREGKHSFTMAMNAFGDMTSEEFRQVMNGFQNRKPRKGKVFQEPLFYEAPRSVDWREKGYVTPVKNQGQCGSCWAFSATGALEGQMFRKTGRLISLSEQNLVDCSGPQGNEGCNGGLMDYAFQYVQDNGGLDSEESYPYEATEESCKYNPKYSVANDTGFVDIPKQEKALMKAVATVGPISVAIDAGHESFLFYKEGIYFEPDCSSEDMDHGVLVVGYGFESTESDNNKYWLVKNSWGEEWGMGGYVKMAKDRRNHCGIASAASYPTV. The pIC50 is 4.2. (4) The small molecule is Cc1cc(COc2cnn(C(C)(C)C)c(=O)c2Cl)c(C)cc1COCCF. The target protein (P25708) has sequence MLAARRLLGGSLPARVSVRFSGDTTAPKKTSFGSLKDEDRIFTNLYGRHDWRLKGAQSRGDWYKTKEILLKGPDWILGEVKTSGLRGRGGAGFPTGLKWSFMNKPSDGRPKYLVVNADEGEPGTCKDREIIRHDPHKLVEGCLVGGRAMGARAAYIYIRGEFYNEASNLQVAIREAYEAGLIGKNACGSGYDFDVFVVRGAGAYICGEETALIESIEGKQGKPRLKPPFPADVGVFGCPTTVANVETVAVSPTICRRGGAWFASFGRERNSGTKLFNISGHVNNPCTVEEEMSVPLKELIEKHAGGVTGGWDNLLAVIPGGSSTPLIPKSVCETVLMDFDALIQAQTGLGTAAVIVMDRSTDIVKAIARLIEFYKHESCGQCTPCREGVDWMNKVMARFVRGDARPAEIDSLWEISKQIEGHTICALGDGAAWPVQGLIRHFRPELEERMQQFAQQHQARQAAF. The pIC50 is 6.0. (5) The drug is O=C(NC[C@H]1CC[C@H](Oc2ccnc3ccccc23)CC1)c1cccc(F)c1. The target protein sequence is MEVQLGLGRVYPRPPSKTYRGAFQNLFQSVREVIQNPGPRHPEAASAAPPGASLLLLQQQQQQQQQQQQQQQQQQQQQETSPRQQQQQQGEDGSPQAHRRGPTGYLVLDEEQQPSQPQSALECHPERGCVPEPGAAVAASKGLPQQLPAPPDEDDSAAPSTLSLLGPTFPGLSSCSADLKDILSEASTMQLLQQQQQEAVSEGSSSGRAREASGAPTSSKDNYLGGTSTISDNAKELCKAVSVSMGLGVEALEHLSPGEQLRGDCMYAPLLGVPPAVRPTPCAPLAECKGSLLDDSAGKSTEDTAEYSPFKGGYTKGLEGESLGCSGSAAAGSSGTLELPSTLSLYKSGALDEAAAYQSRDYYNFPLALAGPPPPPPPPHPHARIKLENPLDYGSAWAAAAAQCRYGDLASLHGAGAAGPGSGSPSAAASSSWHTLFTAEEGQLYGPCGGGGGGGGGGGGGGGGGGGGGGGGEAGAVAPYGYTRPPQGLAGQESDFTAPD.... The pIC50 is 6.8. (6) The small molecule is c1cc(-c2cnn3cc(-c4ccc(OCCN5CCCCC5)cc4)cnc23)ccn1. The target protein (Q61288) has sequence MTLGSFRRGLLMLSVAFGLTRGDLAKPSKLVNCTCESPHCKRPFCQGSWCTVVLVREQGRHPQVYRGCGSLNQELCLGRPTEFLNHHCCYRSFCNHNVSLMLEATQTPSEEPEVDAHLPLILGPVLALPVLVALGALGLWRVRRRQEKQRDLHSDLGESSLILKASEQADSMLGDFLDSDCTTGSGSGLPFLVQRTVARQVALVECVGKGRYGEVWRGSWHGESVAVKIFSSRDEQSWFRETEIYNTVLLRHDNILGFIASDMTSRNSSTQLWLITHYHEHGSLYDFLQRQTLEPQLALRLAVSAACGLAHLHVEIFGTQGKPAIAHRDLKSRNVLVKSNLQCCIADLGLAVMHSQSSDYLDIGNNPRVGTKRYMAPEVLDEHIRTDCFESYKWTDIWAFGLVLWEIARRTIINGIVEDYRPPFYDMVPNDPSFEDMKKVVCVDQQTPTIPNRLAADPVLSGLAQMMRECWYPNPSARLTALRIKKTLQKLSHNPEKPKV.... The pIC50 is 7.7.